This data is from Forward reaction prediction with 1.9M reactions from USPTO patents (1976-2016). The task is: Predict the product of the given reaction. (1) Given the reactants [NH:1]1[C:5]([C:6]2[C:7]3[CH2:15][CH2:14][N:13]([C:16]([C:18]4[CH:23]=[CH:22][CH:21]=[C:20]([C:24]([F:27])([F:26])[F:25])[C:19]=4[Cl:28])=[O:17])[CH2:12][C:8]=3[N:9]=[CH:10][N:11]=2)=[CH:4][CH:3]=[N:2]1.[H-].[Na+].[CH3:31]I, predict the reaction product. The product is: [Cl:28][C:19]1[C:20]([C:24]([F:25])([F:27])[F:26])=[CH:21][CH:22]=[CH:23][C:18]=1[C:16]([N:13]1[CH2:14][CH2:15][C:7]2[C:6]([C:5]3[CH:4]=[CH:3][N:2]([CH3:31])[N:1]=3)=[N:11][CH:10]=[N:9][C:8]=2[CH2:12]1)=[O:17]. (2) Given the reactants [Cl:1][C:2]1[CH:3]=[C:4]([NH:19][C:20]2[C:30]3[CH:29]=[C:28]([C:31](O)=[O:32])[CH2:27][CH2:26][NH:25][C:24]=3[N:23]=[CH:22][N:21]=2)[CH:5]=[CH:6][C:7]=1[O:8][C:9]1[CH:14]=[CH:13][CH:12]=[C:11]([C:15]([F:18])([F:17])[F:16])[CH:10]=1.Cl.[CH3:35][O:36][CH2:37][CH2:38][O:39][CH2:40][CH2:41][NH2:42].ON1C2C=CC=CC=2N=N1.Cl.C(N=C=NCCCN(C)C)C, predict the reaction product. The product is: [Cl:1][C:2]1[CH:3]=[C:4]([NH:19][C:20]2[C:30]3[CH:29]=[C:28]([C:31]([NH:42][CH2:41][CH2:40][O:39][CH2:38][CH2:37][O:36][CH3:35])=[O:32])[CH2:27][CH2:26][NH:25][C:24]=3[N:23]=[CH:22][N:21]=2)[CH:5]=[CH:6][C:7]=1[O:8][C:9]1[CH:14]=[CH:13][CH:12]=[C:11]([C:15]([F:17])([F:16])[F:18])[CH:10]=1. (3) Given the reactants [NH2:1][C:2](=[O:34])[C@@H:3]([NH:12][C:13](=[O:33])[C@@H:14]([NH:16][C:17](=[O:32])[C@@H:18]([NH:20][C:21](=[O:31])[CH2:22][NH:23][C:24]1[S:25][C:26]([CH:29]=[O:30])=[CH:27][N:28]=1)[CH3:19])[CH3:15])[CH2:4][C:5]1[CH:10]=[CH:9][C:8]([OH:11])=[CH:7][CH:6]=1.[BH4-].[Na+], predict the reaction product. The product is: [NH2:1][C:2](=[O:34])[C@@H:3]([NH:12][C:13](=[O:33])[C@@H:14]([NH:16][C:17](=[O:32])[C@@H:18]([NH:20][C:21](=[O:31])[CH2:22][NH:23][C:24]1[S:25][C:26]([CH2:29][OH:30])=[CH:27][N:28]=1)[CH3:19])[CH3:15])[CH2:4][C:5]1[CH:6]=[CH:7][C:8]([OH:11])=[CH:9][CH:10]=1. (4) Given the reactants [CH2:1]([N:4]1[CH2:9][CH2:8][CH2:7][CH:6]([C:10]2[CH:15]=[CH:14][C:13]([NH2:16])=[CH:12][CH:11]=2)[CH2:5]1)[CH2:2][CH3:3].[CH:17]([C:20]1[CH:25]=[CH:24][C:23]([S:26]([Cl:29])(=[O:28])=[O:27])=[CH:22][CH:21]=1)([CH3:19])[CH3:18].C(N(CC)CC)C.Cl, predict the reaction product. The product is: [ClH:29].[CH:17]([C:20]1[CH:25]=[CH:24][C:23]([S:26]([NH:16][C:13]2[CH:12]=[CH:11][C:10]([CH:6]3[CH2:7][CH2:8][CH2:9][N:4]([CH2:1][CH2:2][CH3:3])[CH2:5]3)=[CH:15][CH:14]=2)(=[O:28])=[O:27])=[CH:22][CH:21]=1)([CH3:19])[CH3:18].